This data is from Catalyst prediction with 721,799 reactions and 888 catalyst types from USPTO. The task is: Predict which catalyst facilitates the given reaction. (1) Reactant: C(N(CC)CC)C.[Cl:8][C:9]1[CH:10]=[C:11]([C:19]([OH:21])=O)[C:12]2[O:17][CH2:16][CH2:15][O:14][C:13]=2[CH:18]=1.ClC(OCC)=O.[NH2:28][CH2:29][C@@H:30]1[CH2:35][CH2:34][N:33]([C:36]([O:38][CH2:39][CH3:40])=[O:37])[CH2:32][C@H:31]1[O:41][CH2:42][CH3:43]. Product: [Cl:8][C:9]1[CH:10]=[C:11]([C:19]([NH:28][CH2:29][C@@H:30]2[CH2:35][CH2:34][N:33]([C:36]([O:38][CH2:39][CH3:40])=[O:37])[CH2:32][C@H:31]2[O:41][CH2:42][CH3:43])=[O:21])[C:12]2[O:17][CH2:16][CH2:15][O:14][C:13]=2[CH:18]=1. The catalyst class is: 22. (2) Reactant: [NH2:1][C:2]1[CH:3]=[C:4]2[C:25](=[CH:26][CH:27]=1)[CH2:24][C:6]1([C:14]3[C:9](=[N:10][CH:11]=[CH:12][CH:13]=3)[N:8](COCC[Si](C)(C)C)[C:7]1=[O:23])[CH2:5]2.Cl.C(N)CN.[OH-].[Na+]. Product: [NH2:1][C:2]1[CH:3]=[C:4]2[C:25](=[CH:26][CH:27]=1)[CH2:24][C:6]1([C:14]3[C:9](=[N:10][CH:11]=[CH:12][CH:13]=3)[NH:8][C:7]1=[O:23])[CH2:5]2. The catalyst class is: 24. (3) Reactant: [Na+].[I-].C[Si](Cl)(C)C.[N:8]1([CH2:13][CH2:14][C:15]2[S:19][C:18]3[CH:20]=[CH:21][CH:22]=[CH:23][C:17]=3[C:16]=2[C:24]([C:27]2[N:28]=[CH:29][S:30][CH:31]=2)(O)[CH3:25])[CH2:12][CH2:11][CH2:10][CH2:9]1.S([O-])([O-])(=O)=S.[Na+].[Na+].[NH4+].[OH-]. Product: [N:8]1([CH2:13][CH2:14][C:15]2[S:19][C:18]3[CH:20]=[CH:21][CH:22]=[CH:23][C:17]=3[C:16]=2[C:24]([C:27]2[N:28]=[CH:29][S:30][CH:31]=2)=[CH2:25])[CH2:9][CH2:10][CH2:11][CH2:12]1. The catalyst class is: 245. (4) Reactant: [CH2:1]([O:8][C:9](=[O:19])[CH:10]([OH:18])[CH2:11][C:12]1[CH:17]=[CH:16][CH:15]=[CH:14][CH:13]=1)[C:2]1[CH:7]=[CH:6][CH:5]=[CH:4][CH:3]=1.O[N:21]1[C:25](=[O:26])[C:24]2=[CH:27][CH:28]=[CH:29][CH:30]=[C:23]2[C:22]1=[O:31].C1C=CC(P(C2C=CC=CC=2)C2C=CC=CC=2)=CC=1.N(C(OC(C)C)=O)=NC(OC(C)C)=O. Product: [CH2:1]([O:8][C:9](=[O:19])[CH:10]([O:18][N:21]1[C:25](=[O:26])[C:24]2[C:23](=[CH:30][CH:29]=[CH:28][CH:27]=2)[C:22]1=[O:31])[CH2:11][C:12]1[CH:13]=[CH:14][CH:15]=[CH:16][CH:17]=1)[C:2]1[CH:3]=[CH:4][CH:5]=[CH:6][CH:7]=1. The catalyst class is: 2.